Dataset: Peptide-MHC class I binding affinity with 185,985 pairs from IEDB/IMGT. Task: Regression. Given a peptide amino acid sequence and an MHC pseudo amino acid sequence, predict their binding affinity value. This is MHC class I binding data. (1) The peptide sequence is FVAEGDALV. The MHC is HLA-A02:19 with pseudo-sequence HLA-A02:19. The binding affinity (normalized) is 0.851. (2) The peptide sequence is TCITSMAER. The MHC is HLA-A31:01 with pseudo-sequence HLA-A31:01. The binding affinity (normalized) is 0.415. (3) The peptide sequence is NPDIVIYQY. The MHC is HLA-A02:02 with pseudo-sequence HLA-A02:02. The binding affinity (normalized) is 0. (4) The peptide sequence is RPDTRHLRV. The MHC is HLA-A02:06 with pseudo-sequence HLA-A02:06. The binding affinity (normalized) is 0. (5) The peptide sequence is RQLIRLLTWL. The MHC is HLA-B27:05 with pseudo-sequence HLA-B27:05. The binding affinity (normalized) is 0.516. (6) The peptide sequence is GVNACQVGV. The MHC is HLA-A02:06 with pseudo-sequence HLA-A02:06. The binding affinity (normalized) is 0.432. (7) The peptide sequence is GSTAEQLSKY. The MHC is HLA-A03:01 with pseudo-sequence HLA-A03:01. The binding affinity (normalized) is 0.300. (8) The peptide sequence is YAMAIRQAI. The MHC is BoLA-JSP.1 with pseudo-sequence BoLA-JSP.1. The binding affinity (normalized) is 0.547. (9) The peptide sequence is LLQAIGAAA. The MHC is HLA-A23:01 with pseudo-sequence HLA-A23:01. The binding affinity (normalized) is 0.213.